This data is from Full USPTO retrosynthesis dataset with 1.9M reactions from patents (1976-2016). The task is: Predict the reactants needed to synthesize the given product. Given the product [CH:14]1[C:15]([C:16]([NH:18][C@H:19]([C:25]([OH:27])=[O:26])[CH2:20][CH2:21][C:22]([OH:24])=[O:23])=[O:17])=[CH:10][CH:11]=[C:12]([NH:28][CH2:29][C:30]2[CH:31]=[N:32][C:33]3[NH:40][C:39]([NH2:41])=[N:38][C:36](=[O:37])[C:34]=3[N:35]=2)[CH:13]=1.[CH3:1][N:2]([C:4]([NH:6][C:7]([NH2:9])=[NH:8])=[NH:5])[CH3:3], predict the reactants needed to synthesize it. The reactants are: [CH3:1][N:2]([C:4]([NH:6][C:7]([NH2:9])=[NH:8])=[NH:5])[CH3:3].[CH:10]1[C:15]([C:16]([NH:18][C@H:19]([C:25]([OH:27])=[O:26])[CH2:20][CH2:21][C:22]([OH:24])=[O:23])=[O:17])=[CH:14][CH:13]=[C:12]([NH:28][CH2:29][C:30]2[CH:31]=[N:32][C:33]3[NH:40][C:39]([NH2:41])=[N:38][C:36](=[O:37])[C:34]=3[N:35]=2)[CH:11]=1.